This data is from Forward reaction prediction with 1.9M reactions from USPTO patents (1976-2016). The task is: Predict the product of the given reaction. (1) Given the reactants Cl.C(N=C=N)C.ON1C2C=CC=CC=2N=N1.[F:17][C:18]1[CH:36]=[C:35]([F:37])[CH:34]=[CH:33][C:19]=1[CH2:20][N:21]1[C:25]2=[CH:26][N:27]=[C:28]([C:30]([OH:32])=O)[CH:29]=[C:24]2[CH:23]=[CH:22]1.C(N(CC)CC)C.[CH2:45]([O:52][NH2:53])[C:46]1[CH:51]=[CH:50][CH:49]=[CH:48][CH:47]=1, predict the reaction product. The product is: [CH2:45]([O:52][NH:53][C:30]([C:28]1[CH:29]=[C:24]2[CH:23]=[CH:22][N:21]([CH2:20][C:19]3[CH:33]=[CH:34][C:35]([F:37])=[CH:36][C:18]=3[F:17])[C:25]2=[CH:26][N:27]=1)=[O:32])[C:46]1[CH:51]=[CH:50][CH:49]=[CH:48][CH:47]=1. (2) Given the reactants [N+:1]([C:4]1[CH:5]=[C:6]([CH:17]=[CH:18][CH:19]=1)[CH:7]=[N:8][C:9]1[CH:16]=[CH:15][C:12]([C:13]#[N:14])=[CH:11][CH:10]=1)([O-:3])=[O:2].O.[O-]S(C(F)(F)F)(=O)=O.[Yb+3].[O-]S(C(F)(F)F)(=O)=O.[O-]S(C(F)(F)F)(=O)=O.[CH:46](=[O:50])[CH:47]([CH3:49])[CH3:48].O, predict the reaction product. The product is: [OH:50][CH:46]1[C:16]2[C:9](=[CH:10][CH:11]=[C:12]([C:13]#[N:14])[CH:15]=2)[NH:8][CH:7]([C:6]2[CH:17]=[CH:18][CH:19]=[C:4]([N+:1]([O-:3])=[O:2])[CH:5]=2)[C:47]1([CH3:49])[CH3:48]. (3) Given the reactants C(=O)(O)[O-].[Na+].[Cl:6][C:7]1[N:12]=[C:11](Cl)[CH:10]=[CH:9][N:8]=1.[CH3:14][O:15][C:16]1[CH:22]=[CH:21][C:19]([NH2:20])=[CH:18][CH:17]=1, predict the reaction product. The product is: [Cl:6][C:7]1[N:12]=[C:11]([NH:20][C:19]2[CH:21]=[CH:22][C:16]([O:15][CH3:14])=[CH:17][CH:18]=2)[CH:10]=[CH:9][N:8]=1.